This data is from Full USPTO retrosynthesis dataset with 1.9M reactions from patents (1976-2016). The task is: Predict the reactants needed to synthesize the given product. (1) Given the product [CH2:1]([O:8][CH2:9][C@@H:10]1[N:15]2[C:16]3[C:25]4[C:20](=[CH:21][CH:22]=[CH:23][CH:24]=4)[N+:19]([O-:35])=[CH:18][C:17]=3[N:26]=[C:14]2[CH2:13][O:12][CH2:11]1)[C:2]1[CH:3]=[CH:4][CH:5]=[CH:6][CH:7]=1, predict the reactants needed to synthesize it. The reactants are: [CH2:1]([O:8][CH2:9][C@@H:10]1[N:15]2[C:16]3[C:25]4[C:20](=[CH:21][CH:22]=[CH:23][CH:24]=4)[N:19]=[CH:18][C:17]=3[N:26]=[C:14]2[CH2:13][O:12][CH2:11]1)[C:2]1[CH:7]=[CH:6][CH:5]=[CH:4][CH:3]=1.C1C=C(Cl)C=C(C(OO)=[O:35])C=1.C([O-])([O-])=O.[Na+].[Na+]. (2) Given the product [NH:22]([C:50]([O:52][C:53]([CH3:55])([CH3:54])[CH3:56])=[O:51])[C@H:23]([C:39]([NH:41][C@H:42]([C:47]([NH:1][C@H:2]([C:13]([NH:15][C:16]1[CH:21]=[CH:20][CH:19]=[CH:18][CH:17]=1)=[O:14])[CH2:3][C:4]1[C:12]2[C:7](=[CH:8][CH:9]=[CH:10][CH:11]=2)[NH:6][CH:5]=1)=[O:48])[CH2:43][CH:44]([CH3:46])[CH3:45])=[O:40])[CH2:24][C:25]1[CH:26]=[CH:27][C:28]([O:31][CH2:32][C:33]2[CH:38]=[CH:37][CH:36]=[CH:35][CH:34]=2)=[CH:29][CH:30]=1, predict the reactants needed to synthesize it. The reactants are: [NH2:1][C@H:2]([C:13]([NH:15][C:16]1[CH:21]=[CH:20][CH:19]=[CH:18][CH:17]=1)=[O:14])[CH2:3][C:4]1[C:12]2[C:7](=[CH:8][CH:9]=[CH:10][CH:11]=2)[NH:6][CH:5]=1.[NH:22]([C:50]([O:52][C:53]([CH3:56])([CH3:55])[CH3:54])=[O:51])[C@H:23]([C:39]([NH:41][C@H:42]([C:47](O)=[O:48])[CH2:43][CH:44]([CH3:46])[CH3:45])=[O:40])[CH2:24][C:25]1[CH:30]=[CH:29][C:28]([O:31][CH2:32][C:33]2[CH:38]=[CH:37][CH:36]=[CH:35][CH:34]=2)=[CH:27][CH:26]=1.C(Cl)CCl.C1C=CC2N(O)N=NC=2C=1. (3) Given the product [F:29][C:23]1[CH:24]=[C:25]([N+:28]([O-:3])=[O:37])[CH:26]=[CH:27][C:22]=1[CH:20]=[CH2:19], predict the reactants needed to synthesize it. The reactants are: ClC(OCC1C=CC=CC=1)=[O:3].CC1(C)OC2C[CH2:19][CH:20]([C:22]3[CH:27]=[CH:26][C:25]([NH2:28])=[CH:24][C:23]=3[F:29])CC2O1.N1C=CC=CC=1.[OH2:37]. (4) Given the product [CH3:26][O:27][C:28]1[CH:36]=[CH:35][C:31]([C:32]([NH:1][CH2:2][CH2:3][C:4]2[CH:5]=[CH:6][C:7]([C:10]3[CH:15]=[CH:14][C:13]([CH:16]([CH3:25])[CH2:17][NH:18][S:19]([CH:22]([CH3:24])[CH3:23])(=[O:21])=[O:20])=[CH:12][CH:11]=3)=[CH:8][CH:9]=2)=[O:33])=[CH:30][CH:29]=1, predict the reactants needed to synthesize it. The reactants are: [NH2:1][CH2:2][CH2:3][C:4]1[CH:9]=[CH:8][C:7]([C:10]2[CH:15]=[CH:14][C:13]([CH:16]([CH3:25])[CH2:17][NH:18][S:19]([CH:22]([CH3:24])[CH3:23])(=[O:21])=[O:20])=[CH:12][CH:11]=2)=[CH:6][CH:5]=1.[CH3:26][O:27][C:28]1[CH:36]=[CH:35][C:31]([C:32](Cl)=[O:33])=[CH:30][CH:29]=1. (5) Given the product [Cl:1][C:2]1[CH:3]=[C:4]([C@@H:8]([C@@H:9]2[O:14][CH2:13][CH2:12][NH:11][CH2:10]2)[O:22][CH2:23][CH2:24][NH:25][C:26](=[O:27])[O:28][CH3:29])[CH:5]=[CH:6][CH:7]=1, predict the reactants needed to synthesize it. The reactants are: [Cl:1][C:2]1[CH:3]=[C:4]([C@H:8]([O:22][CH2:23][CH2:24][NH:25][C:26]([O:28][CH3:29])=[O:27])[C@@H:9]2[O:14][CH2:13][CH2:12][N:11](C(OC(C)(C)C)=O)[CH2:10]2)[CH:5]=[CH:6][CH:7]=1.C([O-])(O)=O.[Na+]. (6) Given the product [Br:1][C:2]1[CH:3]=[C:4]2[C:15]3([CH2:19][S:18][C:38]([N:39]([CH2:40][O:25][CH2:22][CH2:28][Si:29]([CH3:32])([CH3:31])[CH3:30])[CH2:41][O:42][CH2:33][CH2:32][Si:29]([CH3:31])([CH3:30])[CH3:28])=[N:16]3)[C:14]3[C:9](=[CH:10][CH:11]=[C:12]([I:21])[CH:13]=3)[O:8][C:5]2=[N:6][CH:7]=1, predict the reactants needed to synthesize it. The reactants are: [Br:1][C:2]1[CH:3]=[C:4]2[C:15]3([CH2:19][S:18]C(N)=[N:16]3)[C:14]3[C:9](=[CH:10][CH:11]=[C:12]([I:21])[CH:13]=3)[O:8][C:5]2=[N:6][CH:7]=1.[C:22](=[O:25])([O-])[O-].[K+].[K+].[CH3:28][Si:29]([CH2:32][CH2:33]OCCl)([CH3:31])[CH3:30].O.[CH3:38][N:39]([CH:41]=[O:42])[CH3:40].